This data is from Full USPTO retrosynthesis dataset with 1.9M reactions from patents (1976-2016). The task is: Predict the reactants needed to synthesize the given product. (1) The reactants are: [C:1]1([CH:8]=[CH:7][CH:6]=[C:4]([OH:5])[CH:3]=1)[OH:2].C(=O)([O-])[O-].[K+].[K+].[CH2:15](Br)[C:16]1[CH:21]=[CH:20][CH:19]=[CH:18][CH:17]=1. Given the product [CH2:15]([O:2][C:1]1[CH:3]=[C:4]([OH:5])[CH:6]=[CH:7][CH:8]=1)[C:16]1[CH:21]=[CH:20][CH:19]=[CH:18][CH:17]=1, predict the reactants needed to synthesize it. (2) Given the product [Br:1][C:2]1[CH:7]=[CH:6][C:5]([C:8]([NH:10][NH2:11])=[O:9])=[C:4]([F:19])[CH:3]=1, predict the reactants needed to synthesize it. The reactants are: [Br:1][C:2]1[CH:7]=[CH:6][C:5]([C:8]([NH:10][NH:11]C(OC(C)(C)C)=O)=[O:9])=[C:4]([F:19])[CH:3]=1.Cl.